This data is from Catalyst prediction with 721,799 reactions and 888 catalyst types from USPTO. The task is: Predict which catalyst facilitates the given reaction. (1) Reactant: [Cl-].[CH2:2]([Al+:4][CH2:5][CH3:6])[CH3:3].[CH3:7][N:8]([CH3:17])[C:9]1[CH:16]=[CH:15][CH:14]=[CH:13][C:10]=1[CH2:11][Li]. Product: [CH3:7][N:8]([CH3:17])[C:9]1[CH:16]=[CH:15][CH:14]=[CH:13][C:10]=1[CH2:11][Al:4]([CH2:5][CH3:6])[CH2:2][CH3:3]. The catalyst class is: 11. (2) Product: [C:4]([O:3][C:1]([N:8]1[CH2:15][C@H:14]([F:16])[CH2:13][C@H:9]1[C:10](=[O:12])[NH:17][C:18]1[CH:19]=[C:20]([C:21]([O:23][CH3:24])=[O:22])[CH:25]=[C:26]([Br:28])[CH:27]=1)=[O:2])([CH3:5])([CH3:6])[CH3:7]. Reactant: [C:1]([N:8]1[CH2:15][C@H:14]([F:16])[CH2:13][C@H:9]1[C:10]([OH:12])=O)([O:3][C:4]([CH3:7])([CH3:6])[CH3:5])=[O:2].[NH2:17][C:18]1[CH:19]=[C:20]([CH:25]=[C:26]([Br:28])[CH:27]=1)[C:21]([O:23][CH3:24])=[O:22].CN(C(ON1N=NC2C=CC=CC1=2)=[N+](C)C)C.F[P-](F)(F)(F)(F)F.CCN(C(C)C)C(C)C. The catalyst class is: 18. (3) Reactant: [Cl:1][C:2]1[CH:18]=[C:17]([N+:19]([O-:21])=[O:20])[CH:16]=[CH:15][C:3]=1[O:4][C:5]1[CH:6]=[N:7][C:8]([CH3:14])=[C:9]([CH:13]=1)[C:10]([OH:12])=O.[C:22]([NH2:26])([CH3:25])([CH3:24])[CH3:23].Cl.C(N=C=NCCCN(C)C)C.ON1C2C=CC=CC=2N=N1. Product: [C:22]([NH:26][C:10](=[O:12])[C:9]1[CH:13]=[C:5]([O:4][C:3]2[CH:15]=[CH:16][C:17]([N+:19]([O-:21])=[O:20])=[CH:18][C:2]=2[Cl:1])[CH:6]=[N:7][C:8]=1[CH3:14])([CH3:25])([CH3:24])[CH3:23]. The catalyst class is: 145. (4) Reactant: [NH2:1][C:2]1[C:11]2[N:12]=[C:13]([CH2:25][N:26]3[CH2:30][CH2:29][CH2:28][S:27]3(=[O:32])=[O:31])[N:14]([CH2:15][CH2:16][NH:17]C(=O)OC(C)(C)C)[C:10]=2[C:9]2[CH:8]=[CH:7][CH:6]=[CH:5][C:4]=2[N:3]=1.[ClH:33].C(OCC)C. Product: [ClH:33].[ClH:33].[NH2:17][CH2:16][CH2:15][N:14]1[C:10]2[C:9]3[CH:8]=[CH:7][CH:6]=[CH:5][C:4]=3[N:3]=[C:2]([NH2:1])[C:11]=2[N:12]=[C:13]1[CH2:25][N:26]1[CH2:30][CH2:29][CH2:28][S:27]1(=[O:32])=[O:31]. The catalyst class is: 269.